From a dataset of Retrosynthesis with 50K atom-mapped reactions and 10 reaction types from USPTO. Predict the reactants needed to synthesize the given product. (1) Given the product CNCc1cc2ccc(Cl)cc2cn1, predict the reactants needed to synthesize it. The reactants are: CN.ClCc1cc2ccc(Cl)cc2cn1. (2) Given the product O=c1cc(-c2ccc(O)cc2)oc2cc(O)ccc12, predict the reactants needed to synthesize it. The reactants are: COc1ccc(-c2cc(=O)c3ccc(O)cc3o2)cc1. (3) The reactants are: O=[N+]([O-])c1ccc(Oc2ncnc3[nH]ccc23)c(F)c1. Given the product Nc1ccc(Oc2ncnc3[nH]ccc23)c(F)c1, predict the reactants needed to synthesize it.